This data is from Full USPTO retrosynthesis dataset with 1.9M reactions from patents (1976-2016). The task is: Predict the reactants needed to synthesize the given product. (1) Given the product [CH2:2]([O:4][C:5](=[O:27])[C@@H:6]([O:24][CH2:25][CH3:26])[CH2:7][C:8]1[CH:13]=[CH:12][C:11]([O:14][CH2:15][CH2:16][C:17]2[CH:18]=[CH:19][C:20]([NH:23][C:29]([O:31][C:32]3[CH:37]=[CH:36][CH:35]=[CH:34][CH:33]=3)=[O:30])=[CH:21][CH:22]=2)=[CH:10][CH:9]=1)[CH3:3], predict the reactants needed to synthesize it. The reactants are: Cl.[CH2:2]([O:4][C:5](=[O:27])[C@@H:6]([O:24][CH2:25][CH3:26])[CH2:7][C:8]1[CH:13]=[CH:12][C:11]([O:14][CH2:15][CH2:16][C:17]2[CH:22]=[CH:21][C:20]([NH2:23])=[CH:19][CH:18]=2)=[CH:10][CH:9]=1)[CH3:3].Cl[C:29]([O:31][C:32]1[CH:37]=[CH:36][CH:35]=[CH:34][CH:33]=1)=[O:30]. (2) Given the product [CH3:15][O:14][C:11]1[CH:12]=[C:13]2[C:8](=[CH:9][CH:10]=1)[NH:7][C:6]([C:16]([NH:18][CH3:19])=[O:17])=[C:5]2[CH2:4][CH2:3][NH:2][C:29](=[O:32])[CH2:30][CH3:31], predict the reactants needed to synthesize it. The reactants are: Cl.[NH2:2][CH2:3][CH2:4][C:5]1[C:13]2[C:8](=[CH:9][CH:10]=[C:11]([O:14][CH3:15])[CH:12]=2)[NH:7][C:6]=1[C:16]([NH:18][CH3:19])=[O:17].C(N(C(C)C)CC)(C)C.[C:29](Cl)(=[O:32])[CH2:30][CH3:31]. (3) Given the product [CH3:13][C:11]([C:14]1[CH:15]=[C:16]([Br:39])[C:17]([OH:20])=[C:18]([Br:40])[CH:19]=1)([C:4]1[CH:5]=[C:6]([Br:9])[C:7]([OH:8])=[C:2]([Br:1])[CH:3]=1)[CH3:12], predict the reactants needed to synthesize it. The reactants are: [Br:1][C:2]1[C:7]([OH:8])=[C:6]([Br:9])[C:5](Br)=[C:4]([C:11]([C:14]2[CH:19]=[CH:18][C:17]([OH:20])=[CH:16][CH:15]=2)([CH3:13])[CH3:12])[C:3]=1Br.OC1C=CC(C(C2C=CC(O)=CC=2)(C)C)=CC=1.[Br-:39].[Br-:40].[Na+].Br([O-])(=O)=O.[Na+].Cl. (4) Given the product [CH3:1][O:2][C:3]([C:5]1([NH:13][C:14](=[O:24])[CH2:15][C:16]2[CH:21]=[C:20]([C:30](=[O:32])[CH3:31])[CH:19]=[CH:18][C:17]=2[CH3:23])[CH2:10][CH2:9][N:8]([O:11][CH3:12])[CH2:7][CH2:6]1)=[O:4], predict the reactants needed to synthesize it. The reactants are: [CH3:1][O:2][C:3]([C:5]1([NH:13][C:14](=[O:24])[CH2:15][C:16]2[CH:21]=[C:20](Br)[CH:19]=[CH:18][C:17]=2[CH3:23])[CH2:10][CH2:9][N:8]([O:11][CH3:12])[CH2:7][CH2:6]1)=[O:4].C([Sn](CCCC)(CCCC)[C:30]([O:32]CC)=[CH2:31])CCC. (5) Given the product [CH:1]1([C:4]2[NH:8][C:7]3[C:9]([OH:16])=[CH:10][CH:11]=[C:12]([C:13]([OH:15])=[O:14])[C:6]=3[N:5]=2)[CH2:2][CH2:3]1, predict the reactants needed to synthesize it. The reactants are: [CH:1]1([C:4]2[NH:8][C:7]3[C:9]([O:16]C)=[CH:10][CH:11]=[C:12]([C:13]([OH:15])=[O:14])[C:6]=3[N:5]=2)[CH2:3][CH2:2]1.B(Br)(Br)Br. (6) Given the product [F:1][C:2]1[C:7]([F:8])=[CH:6][CH:5]=[CH:4][C:3]=1[C:9]1[N:17]=[C:12]2[CH:13]=[N:14][N:15]([CH2:19][C:20]3[O:24][N:23]=[C:22]([C:25]4[CH:26]=[CH:27][C:28]([CH2:29][N:30]5[CH2:35][CH2:34][CH2:33][CH2:32][CH2:31]5)=[CH:36][CH:37]=4)[CH:21]=3)[CH:16]=[C:11]2[N:10]=1, predict the reactants needed to synthesize it. The reactants are: [F:1][C:2]1[C:7]([F:8])=[CH:6][CH:5]=[CH:4][C:3]=1[C:9]1[N:17]=[C:12]2[CH:13]=[N:14][NH:15][CH:16]=[C:11]2[N:10]=1.Cl[CH2:19][C:20]1[O:24][N:23]=[C:22]([C:25]2[CH:37]=[CH:36][C:28]([CH2:29][N:30]3[CH2:35][CH2:34][CH2:33][CH2:32][CH2:31]3)=[CH:27][CH:26]=2)[CH:21]=1. (7) Given the product [Cl:1][C:2]1[CH:3]=[C:4]2[C:13](=[CH:14][CH:15]=1)[C:12]([NH:28][CH2:27][CH2:26][CH2:25][CH2:24][N:23]([CH2:22][CH:19]1[CH2:21][CH2:20]1)[CH3:29])=[C:11]1[C:6]([CH:7]=[CH:8][C:9]([O:17][CH3:18])=[CH:10]1)=[N:5]2, predict the reactants needed to synthesize it. The reactants are: [Cl:1][C:2]1[CH:3]=[C:4]2[C:13](=[CH:14][CH:15]=1)[C:12](Cl)=[C:11]1[C:6]([CH:7]=[CH:8][C:9]([O:17][CH3:18])=[CH:10]1)=[N:5]2.[CH:19]1([CH2:22][N:23]([CH3:29])[CH2:24][CH2:25][CH2:26][CH2:27][NH2:28])[CH2:21][CH2:20]1.